This data is from Peptide-MHC class II binding affinity with 134,281 pairs from IEDB. The task is: Regression. Given a peptide amino acid sequence and an MHC pseudo amino acid sequence, predict their binding affinity value. This is MHC class II binding data. (1) The peptide sequence is GWPYIGSRSQILGRS. The MHC is H-2-IAb with pseudo-sequence H-2-IAb. The binding affinity (normalized) is 0.683. (2) The MHC is DRB1_0701 with pseudo-sequence DRB1_0701. The binding affinity (normalized) is 0.623. The peptide sequence is GEPQIVDKIDAAFKI. (3) The peptide sequence is KAFVLDSDNLIPKVV. The MHC is DRB3_0202 with pseudo-sequence DRB3_0202. The binding affinity (normalized) is 0.748. (4) The peptide sequence is EMTYKNKVVKVLRPA. The MHC is DRB3_0301 with pseudo-sequence DRB3_0301. The binding affinity (normalized) is 0.872. (5) The peptide sequence is LIEKINAGFKAALAA. The MHC is HLA-DPA10301-DPB10402 with pseudo-sequence HLA-DPA10301-DPB10402. The binding affinity (normalized) is 0.326. (6) The peptide sequence is EWVAMTKGEGGVWTFDSEEP. The MHC is DRB3_0101 with pseudo-sequence DRB3_0101. The binding affinity (normalized) is 0.493.